Task: Binary Classification. Given a miRNA mature sequence and a target amino acid sequence, predict their likelihood of interaction.. Dataset: Experimentally validated miRNA-target interactions with 360,000+ pairs, plus equal number of negative samples (1) The miRNA is hsa-miR-6847-5p with sequence ACAGAGGACAGUGGAGUGUGAGC. The protein sequence of the target gene is MELYESTYFIVLIPSVVITVIFLFFWLFMKETLYDEVLAKQKREQKLISTKTDKKKAEKKKNKKKEIQNGTLRESDSEHVPRDFKLSDASPAEDEQFVPAPLNVAETSSSVRERQKKEKKQKPSLEEQVIKESDASKIPGKKVEPVLVTKQPAPPPPLEAAALKKKAGQKKSKNGSEEQDKKVEMLMAPSKEQDVLLSHQDTKQEGGLGKKKGLSKKQKSENVAVLVDEPLIHATTYMPLDNANSNLMMDKREIIDMIKPDHVEGIQKSGTKKLKIETDKENAEVKFKDFLLSLKTMMFS.... Result: 0 (no interaction). (2) The miRNA is hsa-miR-1273h-3p with sequence CUGCAGACUCGACCUCCCAGGC. The protein sequence of the target gene is MAAQSSLYNDDRNLLRIREKERRNQEAHQEKEAFPEKIPLFGEPYKTAKGDELSSRIQNMLGNYEEVKEFLSTKSHTHRLDASENRLGKPKYPLIPDKGSSIPSSSFHTSVHHQSIHTPASGPLSVGNISHNPKMAQPRTEPMPSLHAKSCGPPDSQHLTQDRLGQEGFGSSHHKKGDRRADGDHCASVTDSAPERELSPLISLPSPVPPLSPIHSNQQTLPRTQGSSKVHGSSNNSKGYCPAKSPKDLAVKVHDKETPQDSLVAPAQPPSQTFPPPSLPSKSVAMQQKPTAYVRPMDGQ.... Result: 1 (interaction). (3) The miRNA is mmu-miR-18a-5p with sequence UAAGGUGCAUCUAGUGCAGAUAG. The protein sequence of the target gene is MVAEKETLSLNKCPDKMPKRTKLLAQQPLPVHQPHSLVSEGFTVKAMMKNSVVRGPPAAGAFKERPTKPTAFRKFYERGDFPIALEHDSKGNKIAWKVEIEKLDYHHYLPLFFDGLCEMTFPYEFFARQGIHDMLEHGGNKILPVLPQLIIPIKNALNLRNRQVICVTLKVLQHLVVSAEMVGKALVPYYRQILPVLNIFKNMNGSYSLPRLECSGAIMARCNLDHLGSSDPPTSASQVAEIIVNSGDGIDYSQQKRENIGDLIQETLEAFERYGGENAFINIKYVVPTYESCLLN. Result: 0 (no interaction). (4) The miRNA is hsa-miR-548ae-3p with sequence CAAAAACUGCAAUUACUUUCA. The protein sequence of the target gene is MTTPAGSGSGFGSVSWWGLSPALDLQAESPPVDPDSQADTVHSNPELDVLLLGSVDGRHLLRTLSRAKFWPRRRFNFFVLENNLEAVARHMLIFSLALEEPEKMGLQERSETFLEVWGNALLRPPVAAFVRAQADLLAHLVPEPDRLEEQLPWLSLRALKFRERDALEAVFRFWAGGEKGPQAFPMSRLWDSRLRHYLGSRYDARRGVSDWDLRMKLHDRGAQVIHPQEFRRWRDTGVAFELRDSSAYHVPNRTLASGRLLSYRGERVAARGYWGDIATGPFVAFGIEADDESLLRTSNG.... Result: 1 (interaction). (5) The miRNA is hsa-miR-28-5p with sequence AAGGAGCUCACAGUCUAUUGAG. The protein sequence of the target gene is MAARVGAFLKNAWDKEPVLVVSFVVGGLAVILPPLSPYFKYSVMINKATPYNYPVPVRDDGNMPDVPSHPQDPQGPSLEWLKKL. Result: 0 (no interaction). (6) The miRNA is cel-miR-1832a-3p with sequence UGGGCGGAGCGAAUCGAUGAU. The protein sequence of the target gene is MPAGGRAGSLKDPDVAELFFKDDPEKLFSDLREIGHGSFGAVYFARDVRNSEVVAIKKMSYSGKQSNEKWQDIIKEVRFLQKLRHPNTIQYRGCYLREHTAWLVMEYCLGSASDLLEVHKKPLQEVEIAAVTHGALQGLAYLHSHNMIHRDVKAGNILLSEPGLVKLGDFGSASIMAPANSFVGTPYWMAPEVILAMDEGQYDGKVDVWSLGITCIELAERKPPLFNMNAMSALYHIAQNESPALQSGHWSEYFRNFVDSCLQKIPQDRPTSEVLLKHRFVLRERPPTVIMDLIQRTKDA.... Result: 0 (no interaction). (7) The protein sequence of the target gene is MSSLYYANALFSKYPAASSVFAPGAFPEQTSCAFASNPQRPGYGAGPGAPFSASVQGLYSGGGAMAGQSAAGVYAAGYGLEPSSFNMHCAPFEQNLSGVCPGDPAKAAGAKEQRDSDLAAESNFRIYPWMRSSGPDRKRGRQTYTRYQTLELEKEFHYNRYLTRRRRIEIAHTLCLTERQIKIWFQNRRMKWKKENKTSGPGTTGQDKAEAEEEEEE. Result: 0 (no interaction). The miRNA is hsa-miR-3915 with sequence UUGAGGAAAAGAUGGUCUUAUU.